From a dataset of Forward reaction prediction with 1.9M reactions from USPTO patents (1976-2016). Predict the product of the given reaction. (1) Given the reactants [C:1]([O:5][C:6]([N:8]1[CH2:12][CH2:11][CH:10]([NH:13][CH2:14][C:15]2[CH:20]=[CH:19][C:18]([Cl:21])=[CH:17][CH:16]=2)[CH2:9]1)=[O:7])([CH3:4])([CH3:3])[CH3:2].[CH3:22][O:23][C:24](=[O:27])[CH2:25]Br.C([O-])([O-])=O.[K+].[K+], predict the reaction product. The product is: [C:1]([O:5][C:6]([N:8]1[CH2:12][CH2:11][CH:10]([N:13]([CH2:14][C:15]2[CH:20]=[CH:19][C:18]([Cl:21])=[CH:17][CH:16]=2)[CH2:25][C:24]([O:23][CH3:22])=[O:27])[CH2:9]1)=[O:7])([CH3:4])([CH3:2])[CH3:3]. (2) Given the reactants C([Mg]Cl)(C)C.Br[C:7]1[CH:12]=[C:11]([Cl:13])[CH:10]=[CH:9][C:8]=1[O:14][CH3:15].[C:16]([O:20][C:21]([N:23]1[CH2:30][CH2:29][C:26]2([O:28][CH2:27]2)[CH2:25][CH2:24]1)=[O:22])([CH3:19])([CH3:18])[CH3:17].[Cl-].[NH4+], predict the reaction product. The product is: [C:16]([O:20][C:21]([N:23]1[CH2:30][CH2:29][C:26]([CH2:27][C:7]2[CH:12]=[C:11]([Cl:13])[CH:10]=[CH:9][C:8]=2[O:14][CH3:15])([OH:28])[CH2:25][CH2:24]1)=[O:22])([CH3:19])([CH3:17])[CH3:18]. (3) Given the reactants [CH2:1]1[C:9]2[C:4](=[C:5]([NH:10][C:11](=[O:13])[CH3:12])[CH:6]=[CH:7][CH:8]=2)[CH2:3][CH2:2]1.S([O-])([O-])(=O)=[O:15].[Mg+2].[Mn]([O-])(=O)(=O)=O.[K+], predict the reaction product. The product is: [O:15]=[C:3]1[C:4]2[C:9](=[CH:8][CH:7]=[CH:6][C:5]=2[NH:10][C:11](=[O:13])[CH3:12])[CH2:1][CH2:2]1.